Dataset: NCI-60 drug combinations with 297,098 pairs across 59 cell lines. Task: Regression. Given two drug SMILES strings and cell line genomic features, predict the synergy score measuring deviation from expected non-interaction effect. (1) Drug 2: CCC1(CC2CC(C3=C(CCN(C2)C1)C4=CC=CC=C4N3)(C5=C(C=C6C(=C5)C78CCN9C7C(C=CC9)(C(C(C8N6C)(C(=O)OC)O)OC(=O)C)CC)OC)C(=O)OC)O.OS(=O)(=O)O. Cell line: COLO 205. Drug 1: CC1=C(C(CCC1)(C)C)C=CC(=CC=CC(=CC(=O)O)C)C. Synergy scores: CSS=13.6, Synergy_ZIP=-0.0630, Synergy_Bliss=5.37, Synergy_Loewe=-3.31, Synergy_HSA=2.63. (2) Drug 1: COC1=CC(=CC(=C1O)OC)C2C3C(COC3=O)C(C4=CC5=C(C=C24)OCO5)OC6C(C(C7C(O6)COC(O7)C8=CC=CS8)O)O. Cell line: LOX IMVI. Drug 2: CC1=CC2C(CCC3(C2CCC3(C(=O)C)OC(=O)C)C)C4(C1=CC(=O)CC4)C. Synergy scores: CSS=52.4, Synergy_ZIP=10.8, Synergy_Bliss=8.42, Synergy_Loewe=-20.1, Synergy_HSA=9.34.